From a dataset of Full USPTO retrosynthesis dataset with 1.9M reactions from patents (1976-2016). Predict the reactants needed to synthesize the given product. (1) Given the product [C:24]1([C:18]2[CH:19]=[CH:20][CH:21]=[CH:22][CH:23]=2)[CH:31]=[CH:30][CH:29]=[CH:28][C:25]=1[CH2:26][N:11]1[C:7]2[CH:6]=[CH:5][N:4]=[C:3]([O:2][CH3:1])[C:8]=2[CH:9]=[C:10]1[CH3:12], predict the reactants needed to synthesize it. The reactants are: [CH3:1][O:2][C:3]1[C:8]2[CH:9]=[C:10]([CH3:12])[NH:11][C:7]=2[CH:6]=[CH:5][N:4]=1.CN(C=O)C.[C:18]1([C:24]2[CH:31]=[CH:30][CH:29]=[CH:28][C:25]=2[CH2:26]Br)[CH:23]=[CH:22][CH:21]=[CH:20][CH:19]=1. (2) Given the product [ClH:41].[CH2:1]([N:8]1[C:12]2([CH2:17][CH2:16][N:15]([C:18](=[O:27])[CH2:19][O:20][C:21]3[CH:22]=[CH:23][CH:24]=[CH:25][CH:26]=3)[CH2:14][CH2:13]2)[NH:11][C@@H:10]([CH2:28][C:29]2[CH:30]=[CH:31][CH:32]=[CH:33][CH:34]=2)[C:9]1=[O:35])[C:2]1[CH:7]=[CH:6][CH:5]=[CH:4][CH:3]=1, predict the reactants needed to synthesize it. The reactants are: [CH2:1]([N:8]1[C:12]2([CH2:17][CH2:16][N:15]([C:18](=[O:27])[CH2:19][O:20][C:21]3[CH:26]=[CH:25][CH:24]=[CH:23][CH:22]=3)[CH2:14][CH2:13]2)[NH:11][C@@H:10]([CH2:28][C:29]2[CH:34]=[CH:33][CH:32]=[CH:31][CH:30]=2)[C:9]1=[O:35])[C:2]1[CH:7]=[CH:6][CH:5]=[CH:4][CH:3]=1.O.C[Si]([Cl:41])(C)C.CCOCC. (3) Given the product [F:7][C:8]1[CH:16]=[CH:15][CH:14]=[C:10]([CH2:11][OH:12])[C:9]=1[CH2:17][OH:18], predict the reactants needed to synthesize it. The reactants are: [H-].[H-].[H-].[H-].[Li+].[Al+3].[F:7][C:8]1[CH:16]=[CH:15][CH:14]=[C:10]([C:11](O)=[O:12])[C:9]=1[C:17](O)=[O:18].[OH-].[Na+].O. (4) Given the product [CH3:33][CH:34]([CH2:37][CH2:38][CH3:39])[C:35]#[C:36][C:2]1[CH:23]=[CH:22][C:5]([C:6]([NH:8][S:9]([C:12]2[CH:17]=[CH:16][CH:15]=[CH:14][C:13]=2[S:18](=[O:21])(=[O:20])[NH2:19])(=[O:11])=[O:10])=[O:7])=[CH:4][C:3]=1[O:24][CH2:25][CH2:26][O:27][CH2:28][C:29]([F:32])([F:31])[F:30], predict the reactants needed to synthesize it. The reactants are: Br[C:2]1[CH:23]=[CH:22][C:5]([C:6]([NH:8][S:9]([C:12]2[CH:17]=[CH:16][CH:15]=[CH:14][C:13]=2[S:18](=[O:21])(=[O:20])[NH2:19])(=[O:11])=[O:10])=[O:7])=[CH:4][C:3]=1[O:24][CH2:25][CH2:26][O:27][CH2:28][C:29]([F:32])([F:31])[F:30].[CH3:33][CH:34]([CH2:37][CH2:38][CH3:39])[C:35]#[CH:36]. (5) Given the product [F:41][C:2]([F:1])([F:40])[C:3]1[CH:4]=[C:5]([C@H:13]([N:15]([CH3:39])[C:16]([N:18]2[CH2:30][CH2:29][C@:21]3([NH:25][C@@:24]([CH3:26])([CH2:27][O:28][Si:42]([CH3:45])([CH3:44])[CH3:43])[CH2:23][CH2:22]3)[CH2:20][C@@H:19]2[C:31]2[CH:36]=[CH:35][C:34]([F:37])=[CH:33][C:32]=2[CH3:38])=[O:17])[CH3:14])[CH:6]=[C:7]([C:9]([F:12])([F:10])[F:11])[CH:8]=1, predict the reactants needed to synthesize it. The reactants are: [F:1][C:2]([F:41])([F:40])[C:3]1[CH:4]=[C:5]([C@H:13]([N:15]([CH3:39])[C:16]([N:18]2[CH2:30][CH2:29][C@:21]3([NH:25][C@:24]([CH2:27][OH:28])([CH3:26])[CH2:23][CH2:22]3)[CH2:20][C@@H:19]2[C:31]2[CH:36]=[CH:35][C:34]([F:37])=[CH:33][C:32]=2[CH3:38])=[O:17])[CH3:14])[CH:6]=[C:7]([C:9]([F:12])([F:11])[F:10])[CH:8]=1.[Si:42](Cl)([CH3:45])([CH3:44])[CH3:43].O. (6) Given the product [CH:1]1([N:6]2[C:10]3[N:11]=[C:12]([S:15][CH3:16])[N:13]=[CH:14][C:9]=3[CH:8]=[C:7]2[CH:17]=[O:18])[CH2:2][CH2:3][CH2:4][CH2:5]1, predict the reactants needed to synthesize it. The reactants are: [CH:1]1([N:6]2[C:10]3[N:11]=[C:12]([S:15][CH3:16])[N:13]=[CH:14][C:9]=3[CH:8]=[C:7]2[CH2:17][OH:18])[CH2:5][CH2:4][CH2:3][CH2:2]1.